This data is from Forward reaction prediction with 1.9M reactions from USPTO patents (1976-2016). The task is: Predict the product of the given reaction. Given the reactants [NH2:1][C:2]1[N:6]([C:7]2[CH:8]=[C:9]([CH:16]=[CH:17][C:18]=2[CH3:19])[C:10]([NH:12][CH:13]2[CH2:15][CH2:14]2)=[O:11])[CH:5]=[N:4][C:3]=1[C:20](=O)[C:21]1[CH:26]=[CH:25][CH:24]=[CH:23][CH:22]=1.[CH:28]([NH2:30])=O.C(O)(=O)C, predict the reaction product. The product is: [CH:13]1([NH:12][C:10](=[O:11])[C:9]2[CH:16]=[CH:17][C:18]([CH3:19])=[C:7]([N:6]3[CH:5]=[N:4][C:3]4[C:2]3=[N:1][CH:28]=[N:30][C:20]=4[C:21]3[CH:26]=[CH:25][CH:24]=[CH:23][CH:22]=3)[CH:8]=2)[CH2:15][CH2:14]1.